Dataset: Reaction yield outcomes from USPTO patents with 853,638 reactions. Task: Predict the reaction yield, written as a fraction of the theoretical maximum amount of product (1.0 means a 100% yield; for example, 0.34 means a 34% yield). (1) The reactants are [F:1][C:2]([F:25])([F:24])[C:3]1[CH:19]=[C:18]([C:20]([F:23])([F:22])[F:21])[CH:17]=[CH:16][C:4]=1[O:5][C:6]1[CH:11]=[CH:10][C:9]([N+]([O-])=O)=[CH:8][C:7]=1[F:15].[Cl-:26].[Ca+2].[Cl-].N([O-])=O.[Na+].[S:33](=[O:35])=[O:34]. The catalyst is CCO.O.O.[Fe].C(O)(=O)C. The product is [F:1][C:2]([F:25])([F:24])[C:3]1[CH:19]=[C:18]([C:20]([F:23])([F:22])[F:21])[CH:17]=[CH:16][C:4]=1[O:5][C:6]1[CH:11]=[CH:10][C:9]([S:33]([Cl:26])(=[O:35])=[O:34])=[CH:8][C:7]=1[F:15]. The yield is 0.480. (2) The catalyst is C(Cl)Cl. The reactants are [Br:1][C:2]1[CH:3]=[N:4][N:5]([CH3:16])[C:6]=1[C:7]1[CH:8]=[C:9]([C:13]([OH:15])=O)[O:10][C:11]=1[CH3:12].[NH2:17][C@@H:18]([CH2:31][C:32]1[CH:37]=[CH:36][CH:35]=[CH:34][C:33]=1[C:38]([F:41])([F:40])[F:39])[CH2:19][N:20]1[C:28](=[O:29])[C:27]2[C:22](=[CH:23][CH:24]=[CH:25][CH:26]=2)[C:21]1=[O:30].C(N(C(C)C)CC)(C)C.F[P-](F)(F)(F)(F)F.Br[P+](N1CCCC1)(N1CCCC1)N1CCCC1. The yield is 0.460. The product is [Br:1][C:2]1[CH:3]=[N:4][N:5]([CH3:16])[C:6]=1[C:7]1[CH:8]=[C:9]([C:13]([NH:17][C@@H:18]([CH2:31][C:32]2[CH:37]=[CH:36][CH:35]=[CH:34][C:33]=2[C:38]([F:41])([F:39])[F:40])[CH2:19][N:20]2[C:28](=[O:29])[C:27]3[C:22](=[CH:23][CH:24]=[CH:25][CH:26]=3)[C:21]2=[O:30])=[O:15])[O:10][C:11]=1[CH3:12].